Dataset: Forward reaction prediction with 1.9M reactions from USPTO patents (1976-2016). Task: Predict the product of the given reaction. Given the reactants C[Li].[CH2:3](OCC)C.CON(C)[C:11]([C@H:13]1[CH2:17][C@@H:16]([OH:18])[CH2:15][N:14]1[C:19]1[C:33]([O:34][C:35]2[CH:36]=[N:37][C:38]([S:41]([CH2:44][CH3:45])(=[O:43])=[O:42])=[CH:39][CH:40]=2)=[CH:32][C:22]2[N:23]=[C:24]([C:26]3[CH:31]=[CH:30][CH:29]=[CH:28][N:27]=3)[NH:25][C:21]=2[CH:20]=1)=[O:12].[Cl-].[NH4+], predict the reaction product. The product is: [CH2:44]([S:41]([C:38]1[N:37]=[CH:36][C:35]([O:34][C:33]2[C:19]([N:14]3[CH2:15][C@H:16]([OH:18])[CH2:17][C@@H:13]3[C:11](=[O:12])[CH3:3])=[CH:20][C:21]3[NH:25][C:24]([C:26]4[CH:31]=[CH:30][CH:29]=[CH:28][N:27]=4)=[N:23][C:22]=3[CH:32]=2)=[CH:40][CH:39]=1)(=[O:42])=[O:43])[CH3:45].